From a dataset of Full USPTO retrosynthesis dataset with 1.9M reactions from patents (1976-2016). Predict the reactants needed to synthesize the given product. (1) Given the product [C:11]([O:15][C:16]([NH:18][C@@H:19]([CH2:24][CH:25]1[CH2:30][CH2:29][C:28](=[O:31])[CH2:27][CH2:26]1)[C:20]([O:22][CH3:23])=[O:21])=[O:17])([CH3:14])([CH3:12])[CH3:13], predict the reactants needed to synthesize it. The reactants are: C(Cl)(=O)C(Cl)=O.CS(C)=O.[C:11]([O:15][C:16]([NH:18][C@@H:19]([CH2:24][CH:25]1[CH2:30][CH2:29][CH:28]([OH:31])[CH2:27][CH2:26]1)[C:20]([O:22][CH3:23])=[O:21])=[O:17])([CH3:14])([CH3:13])[CH3:12].C([O-])(O)=O.[Na+]. (2) Given the product [CH2:13]([O:15][C:16](=[O:17])[CH:18]=[C:6]1[C:7]2[C:3](=[C:2]([NH2:1])[CH:10]=[CH:9][CH:8]=2)[C:4](=[O:12])[O:5]1)[CH3:14], predict the reactants needed to synthesize it. The reactants are: [NH2:1][C:2]1[CH:10]=[CH:9][CH:8]=[C:7]2[C:3]=1[C:4](=[O:12])[O:5][C:6]2=O.[CH2:13]([O:15][C:16]([CH:18]=P(C1C=CC=CC=1)(C1C=CC=CC=1)C1C=CC=CC=1)=[O:17])[CH3:14]. (3) Given the product [NH2:15][C:13](=[O:14])[CH2:12][CH2:11][C@H:3]([NH:2][C:29]([C:25]1[C:24](=[O:32])[N:23]([CH:22]([C:16]2[CH:21]=[CH:20][CH:19]=[CH:18][CH:17]=2)[C:33]2[CH:34]=[CH:35][CH:36]=[CH:37][CH:38]=2)[CH:28]=[CH:27][CH:26]=1)=[O:30])[C:4]([O:6][C:7]([CH3:10])([CH3:8])[CH3:9])=[O:5], predict the reactants needed to synthesize it. The reactants are: Cl.[NH2:2][C@@H:3]([CH2:11][CH2:12][C:13]([NH2:15])=[O:14])[C:4]([O:6][C:7]([CH3:10])([CH3:9])[CH3:8])=[O:5].[C:16]1([CH:22]([C:33]2[CH:38]=[CH:37][CH:36]=[CH:35][CH:34]=2)[N:23]2[CH:28]=[CH:27][CH:26]=[C:25]([C:29](O)=[O:30])[C:24]2=[O:32])[CH:21]=[CH:20][CH:19]=[CH:18][CH:17]=1.CN(C(ON1N=NC2C=CC=CC1=2)=[N+](C)C)C.F[P-](F)(F)(F)(F)F.CCN(C(C)C)C(C)C. (4) Given the product [F:1][C:2]1[C:7]([F:8])=[CH:6][CH:5]=[CH:4][C:3]=1[CH2:9][CH2:10][CH2:11][CH2:12][OH:13], predict the reactants needed to synthesize it. The reactants are: [F:1][C:2]1[C:7]([F:8])=[CH:6][CH:5]=[CH:4][C:3]=1[C:9]#[C:10][CH2:11][CH2:12][OH:13].